From a dataset of Full USPTO retrosynthesis dataset with 1.9M reactions from patents (1976-2016). Predict the reactants needed to synthesize the given product. (1) Given the product [Si:29]([O:28][CH2:27][CH2:26][O:18][C:17](=[O:19])[C:16]1[CH:20]=[CH:21][CH:22]=[C:23]([F:24])[C:15]=1[NH:14][C:12]([O:11][C:7]([CH3:10])([CH3:8])[CH3:9])=[O:13])([C:32]([CH3:35])([CH3:34])[CH3:33])([CH3:31])[CH3:30], predict the reactants needed to synthesize it. The reactants are: C(=O)([O-])[O-].[Cs+].[Cs+].[C:7]([O:11][C:12]([NH:14][C:15]1[C:23]([F:24])=[CH:22][CH:21]=[CH:20][C:16]=1[C:17]([OH:19])=[O:18])=[O:13])([CH3:10])([CH3:9])[CH3:8].Br[CH2:26][CH2:27][O:28][Si:29]([C:32]([CH3:35])([CH3:34])[CH3:33])([CH3:31])[CH3:30].[I-].[Na+]. (2) Given the product [Cl:29][C:30]1[CH:31]=[C:32]([CH:36]=[CH:37][CH:38]=1)[C:33]([NH:2][C:3]1[CH:8]=[CH:7][CH:6]=[C:5]([N:9]2[C:13]([CH3:14])=[C:12]([C:15]([N:17]3[CH2:22][CH2:21][CH:20]([N:23]4[CH2:24][CH2:25][CH2:26][CH2:27]4)[CH2:19][CH2:18]3)=[O:16])[C:11]([CH3:28])=[N:10]2)[CH:4]=1)=[O:34], predict the reactants needed to synthesize it. The reactants are: Cl.[NH2:2][C:3]1[CH:4]=[C:5]([N:9]2[C:13]([CH3:14])=[C:12]([C:15]([N:17]3[CH2:22][CH2:21][CH:20]([N:23]4[CH2:27][CH2:26][CH2:25][CH2:24]4)[CH2:19][CH2:18]3)=[O:16])[C:11]([CH3:28])=[N:10]2)[CH:6]=[CH:7][CH:8]=1.[Cl:29][C:30]1[CH:31]=[C:32]([CH:36]=[CH:37][CH:38]=1)[C:33](Cl)=[O:34]. (3) Given the product [CH3:1][C:2]12[CH2:12][CH:11]1[C:10]1[C:9]([O:13][C:14]3[N:15]=[CH:16][C:17]([NH2:20])=[CH:18][CH:19]=3)=[CH:8][CH:7]=[CH:6][C:5]=1[O:4][CH2:3]2, predict the reactants needed to synthesize it. The reactants are: [CH3:1][C:2]12[CH2:12][CH:11]1[C:10]1[C:9]([O:13][C:14]3[CH:19]=[CH:18][C:17]([N+:20]([O-])=O)=[CH:16][N:15]=3)=[CH:8][CH:7]=[CH:6][C:5]=1[O:4][CH2:3]2.O.[Cl-].[NH4+].ON. (4) Given the product [CH3:1][C:2]1[CH:3]=[CH:4][C:5]2[S:9][C:8]([S:10]([NH:15][C:16]3[CH:21]=[CH:20][CH:19]=[C:18]([C:22]4[NH:26][N:25]=[N:24][N:23]=4)[CH:17]=3)(=[O:12])=[O:11])=[CH:7][C:6]=2[CH:14]=1, predict the reactants needed to synthesize it. The reactants are: [CH3:1][C:2]1[CH:3]=[CH:4][C:5]2[S:9][C:8]([S:10](Cl)(=[O:12])=[O:11])=[CH:7][C:6]=2[CH:14]=1.[NH2:15][C:16]1[CH:17]=[C:18]([C:22]2[NH:26][N:25]=[N:24][N:23]=2)[CH:19]=[CH:20][CH:21]=1. (5) Given the product [C:22]([O:21][C:19]([NH:1][C:2]1([C@@H:5]2[CH2:9][CH2:8][N:7]([CH2:10][C:11]3[CH:16]=[CH:15][CH:14]=[CH:13][CH:12]=3)[CH2:6]2)[CH2:4][CH2:3]1)=[O:20])([CH3:25])([CH3:24])[CH3:23], predict the reactants needed to synthesize it. The reactants are: [NH2:1][C:2]1([C@@H:5]2[CH2:9][CH2:8][N:7]([CH2:10][C:11]3[CH:16]=[CH:15][CH:14]=[CH:13][CH:12]=3)[CH2:6]2)[CH2:4][CH2:3]1.[OH-].[Na+].[C:19](O[C:19]([O:21][C:22]([CH3:25])([CH3:24])[CH3:23])=[O:20])([O:21][C:22]([CH3:25])([CH3:24])[CH3:23])=[O:20]. (6) Given the product [Cl:11][C:12]1[CH:13]=[C:14]([CH2:18][C:19]2[CH:20]=[C:21]([OH:22])[N:1]([C:3]3[CH:8]=[C:7]([C:9]#[N:10])[CH:6]=[CH:5][N:4]=3)[N:2]=2)[CH:15]=[CH:16][CH:17]=1, predict the reactants needed to synthesize it. The reactants are: [NH:1]([C:3]1[CH:8]=[C:7]([C:9]#[N:10])[CH:6]=[CH:5][N:4]=1)[NH2:2].[Cl:11][C:12]1[CH:13]=[C:14]([CH2:18][C:19](=O)[CH2:20][C:21](OCC)=[O:22])[CH:15]=[CH:16][CH:17]=1. (7) Given the product [Br:1][C:2]1[CH:3]=[C:4]2[C:9](=[C:10]([CH:12]=[O:15])[CH:11]=1)[N:8]=[CH:7][C:6]([F:13])=[CH:5]2, predict the reactants needed to synthesize it. The reactants are: [Br:1][C:2]1[CH:3]=[C:4]2[C:9](=[C:10]([CH3:12])[CH:11]=1)[N:8]=[CH:7][C:6]([F:13])=[CH:5]2.[Se](=O)=[O:15]. (8) Given the product [CH3:1][O:2][C:3](=[O:27])[CH:4]([NH2:16])[CH2:5][C:6]1[CH:7]=[C:8]2[C:12](=[C:13]([Cl:15])[CH:14]=1)[NH:11][N:10]=[CH:9]2, predict the reactants needed to synthesize it. The reactants are: [CH3:1][O:2][C:3](=[O:27])[C:4]([NH:16]C(OCC1C=CC=CC=1)=O)=[CH:5][C:6]1[CH:7]=[C:8]2[C:12](=[C:13]([Cl:15])[CH:14]=1)[NH:11][N:10]=[CH:9]2.FC(F)(F)C(O)=O. (9) Given the product [CH2:1]([O:7][C:8]([C@@H:10]1[CH2:15][CH2:14][CH2:13][N:12]([C:16](=[O:48])[C@@H:17]([NH:33][C:34](=[O:47])[C@@H:35]([NH:39][C:40](=[O:41])[C@H:73]([CH3:74])[C@H:72]([O:71][CH3:70])[CH2:78][CH2:79][CH:80]=[CH2:81])[CH:36]([CH3:38])[CH3:37])[CH2:18][C:19]2[CH:24]=[CH:23][CH:22]=[C:21]([O:25][Si:26]([C:29]([CH3:32])([CH3:31])[CH3:30])([CH3:28])[CH3:27])[CH:20]=2)[NH:11]1)=[O:9])[CH2:2][CH2:3][CH2:4][CH:5]=[CH2:6], predict the reactants needed to synthesize it. The reactants are: [CH2:1]([O:7][C:8]([C@@H:10]1[CH2:15][CH2:14][CH2:13][N:12]([C:16](=[O:48])[C@@H:17]([NH:33][C:34](=[O:47])[C@@H:35]([NH:39][C:40](OC(C)(C)C)=[O:41])[CH:36]([CH3:38])[CH3:37])[CH2:18][C:19]2[CH:24]=[CH:23][CH:22]=[C:21]([O:25][Si:26]([C:29]([CH3:32])([CH3:31])[CH3:30])([CH3:28])[CH3:27])[CH:20]=2)[NH:11]1)=[O:9])[CH2:2][CH2:3][CH2:4][CH:5]=[CH2:6].FC(F)(F)S(O[Si](C)(C)C)(=O)=O.C(N(CC)C(C)C)(C)C.[CH3:70][O:71][C@@H:72]([CH2:78][CH2:79][CH:80]=[CH2:81])[C@H:73](C)[C:74](O)=O.F[P-](F)(F)(F)(F)F.N1(OC(N(C)C)=[N+](C)C)C2N=CC=CC=2N=N1.